From a dataset of Reaction yield outcomes from USPTO patents with 853,638 reactions. Predict the reaction yield, written as a fraction of the theoretical maximum amount of product (1.0 means a 100% yield; for example, 0.34 means a 34% yield). (1) The reactants are [Br:1][C:2]1[C:3]([O:17][CH3:18])=[C:4]([C:13]([O:15][CH3:16])=[O:14])[C:5]2[N:6]=[CH:7][C:8](=O)[NH:9][C:10]=2[CH:11]=1.P(Cl)(Cl)([Cl:21])=O. No catalyst specified. The product is [Br:1][C:2]1[C:3]([O:17][CH3:18])=[C:4]([C:13]([O:15][CH3:16])=[O:14])[C:5]2[N:6]=[CH:7][C:8]([Cl:21])=[N:9][C:10]=2[CH:11]=1. The yield is 0.625. (2) The reactants are COC(=O)C(C1C=CC(SCC2C=CC(C3C=CC(C(F)(F)F)=CN=3)=CC=2)=C(OC)C=1)(C)C.[CH3:34][O:35][C:36](=[O:49])[CH2:37][N:38]1[C:42]2[CH:43]=[CH:44][C:45]([SH:47])=[CH:46][C:41]=2[O:40][C:39]1=[O:48].[F:50][C:51]([F:69])([F:68])[C:52]1[CH:67]=[CH:66][C:55]([CH2:56][O:57][C:58]2[CH:63]=[CH:62][CH:61]=[C:60]([CH2:64]Cl)[CH:59]=2)=[CH:54][CH:53]=1. No catalyst specified. The product is [CH3:34][O:35][C:36](=[O:49])[CH2:37][N:38]1[C:42]2[CH:43]=[CH:44][C:45]([S:47][CH2:64][C:60]3[CH:61]=[CH:62][CH:63]=[C:58]([O:57][CH2:56][C:55]4[CH:66]=[CH:67][C:52]([C:51]([F:50])([F:68])[F:69])=[CH:53][CH:54]=4)[CH:59]=3)=[CH:46][C:41]=2[O:40][C:39]1=[O:48]. The yield is 0.250. (3) The catalyst is C(OCC)C. The yield is 0.280. The reactants are [CH3:1][C:2]1[CH2:7][CH2:6][CH2:5][C:4]([CH3:9])([CH3:8])[C:3]=1/[CH:10]=[CH:11]/[C:12](/[CH3:22])=[CH:13]/[CH:14]=[CH:15]/[C:16](/[CH3:21])=[CH:17]/[C:18]([OH:20])=O.C(N(S(F)(F)F)CC)C.[C:32]([O:51][CH2:52][C@H:53]([CH2:74][O:75][P:76]([O:79][CH2:80][CH2:81][NH2:82])([OH:78])=[O:77])[O:54][C:55](=[O:73])[CH2:56][CH2:57][CH2:58][CH2:59][CH2:60][CH2:61][CH2:62]/[CH:63]=[CH:64]\[CH2:65][CH2:66][CH2:67][CH2:68][CH2:69][CH2:70][CH2:71][CH3:72])(=[O:50])[CH2:33][CH2:34][CH2:35][CH2:36][CH2:37][CH2:38][CH2:39]/[CH:40]=[CH:41]\[CH2:42][CH2:43][CH2:44][CH2:45][CH2:46][CH2:47][CH2:48][CH3:49]. The product is [C:32]([O:51][CH2:52][C@@H:53]([O:54][C:55](=[O:73])[CH2:56][CH2:57][CH2:58][CH2:59][CH2:60][CH2:61][CH2:62]/[CH:63]=[CH:64]\[CH2:65][CH2:66][CH2:67][CH2:68][CH2:69][CH2:70][CH2:71][CH3:72])[CH2:74][O:75][P:76]([O:79][CH2:80][CH2:81][NH:82][C:18](=[O:20])/[CH:17]=[C:16](\[CH3:21])/[CH:15]=[CH:14]/[CH:13]=[C:12](\[CH3:22])/[CH:11]=[CH:10]/[C:3]1[C:4]([CH3:8])([CH3:9])[CH2:5][CH2:6][CH2:7][C:2]=1[CH3:1])([OH:78])=[O:77])(=[O:50])[CH2:33][CH2:34][CH2:35][CH2:36][CH2:37][CH2:38][CH2:39]/[CH:40]=[CH:41]\[CH2:42][CH2:43][CH2:44][CH2:45][CH2:46][CH2:47][CH2:48][CH3:49]. (4) The reactants are [Cl:1][C:2]1[N:6]([CH3:7])[CH:5]=[N:4][C:3]=1[CH2:8]O.S(Cl)([Cl:12])=O. The catalyst is ClCCl. The product is [ClH:1].[Cl:1][C:2]1[N:6]([CH3:7])[CH:5]=[N:4][C:3]=1[CH2:8][Cl:12]. The yield is 0.990. (5) The reactants are [Cl:1][C:2]1[CH:10]=[CH:9][C:5]([C:6]([OH:8])=[O:7])=[CH:4][CH:3]=1.[N:11]1[CH:16]=[CH:15][CH:14]=[C:13]([CH2:17][CH:18]2[CH:23]([NH:24][C:25]([C:27]3[O:28][C:29]4[CH:35]=[CH:34][CH:33]=[CH:32][C:30]=4[CH:31]=3)=[O:26])[CH:22]3[CH2:36][CH2:37][N:19]2[CH2:20][CH2:21]3)[CH:12]=1. The catalyst is CC(C)=O.C(O)(C)C. The product is [Cl:1][C:2]1[CH:10]=[CH:9][C:5]([C:6]([OH:8])=[O:7])=[CH:4][CH:3]=1.[N:11]1[CH:16]=[CH:15][CH:14]=[C:13]([CH2:17][C@@H:18]2[C@H:23]([NH:24][C:25]([C:27]3[O:28][C:29]4[CH:35]=[CH:34][CH:33]=[CH:32][C:30]=4[CH:31]=3)=[O:26])[CH:22]3[CH2:36][CH2:37][N:19]2[CH2:20][CH2:21]3)[CH:12]=1. The yield is 0.940. (6) The reactants are C(N(CC)CC)C.Cl.C(N=C=NCCCN(C)C)C.[CH3:20][N:21]([CH3:23])[NH2:22].[Cl:24][C:25]1[CH:30]=[CH:29][C:28]([S:31]([CH:34]([C:44]2[CH:49]=[C:48]([F:50])[CH:47]=[CH:46][C:45]=2[F:51])[C:35]2[N:40]=[CH:39][C:38]([C:41](O)=[O:42])=[CH:37][CH:36]=2)(=[O:33])=[O:32])=[CH:27][CH:26]=1. The catalyst is CN(C)C1C=CN=CC=1.ClCCl.CO. The product is [CH3:20][N:21]([CH3:23])[NH:22][C:41](=[O:42])[C:38]1[CH:37]=[CH:36][C:35]([CH:34]([S:31]([C:28]2[CH:29]=[CH:30][C:25]([Cl:24])=[CH:26][CH:27]=2)(=[O:32])=[O:33])[C:44]2[CH:49]=[C:48]([F:50])[CH:47]=[CH:46][C:45]=2[F:51])=[N:40][CH:39]=1. The yield is 0.680. (7) The product is [Cl:59][C:54]1[C:53]([CH3:60])=[N:52][C:51]2[N:56]([N:57]=[C:49]3[CH2:48][N:47]([C:45]([C:39]4[CH:40]=[CH:41][C:42]([F:44])=[CH:43][C:38]=4[O:37][CH2:36][CH:35]([NH:34][CH3:31])[CH3:62])=[O:46])[CH2:61][C:50]3=2)[C:55]=1[CH3:58]. The reactants are C1(P(C2C=CC=CC=2)CCCCP(C2C=CC=CC=2)C2C=CC=CC=2)C=CC=CC=1.[CH2:31]([N:34](C)[CH:35]([CH3:62])[CH2:36][O:37][C:38]1[CH:43]=[C:42]([F:44])[CH:41]=[CH:40][C:39]=1[C:45]([N:47]1[CH2:61][C:50]2=[C:51]3[N:56]([N:57]=[C:49]2[CH2:48]1)[C:55]([CH3:58])=[C:54]([Cl:59])[C:53]([CH3:60])=[N:52]3)=[O:46])C=C.SC1C=CC=CC=1C(O)=O. The catalyst is C1COCC1.CC(=O)OCC.C1C=CC(/C=C/C(/C=C/C2C=CC=CC=2)=O)=CC=1.C1C=CC(/C=C/C(/C=C/C2C=CC=CC=2)=O)=CC=1.[Pd]. The yield is 0.130.